From a dataset of Forward reaction prediction with 1.9M reactions from USPTO patents (1976-2016). Predict the product of the given reaction. (1) Given the reactants [CH2:1]([O:8][C:9]1[CH:10]=[CH:11][CH:12]=[C:13]2[C:17]=1[NH:16][CH:15]=[CH:14]2)[C:2]1[CH:7]=[CH:6][CH:5]=[CH:4][CH:3]=1.[C:18](OC(C(F)(F)F)=O)(C(F)(F)F)=[O:19].CN(C(O[N:39]1N=[N:46][C:41]2[CH:42]=[CH:43][CH:44]=[N:45][C:40]1=2)=[N+](C)C)C.F[P-](F)(F)(F)(F)F.CCN(C(C)C)C(C)C.NCCC1N=CNC=1, predict the reaction product. The product is: [NH:39]1[C:43]([CH2:42][CH2:41][NH:46][C:18]([C:14]2[C:13]3[C:17](=[C:9]([O:8][CH2:1][C:2]4[CH:7]=[CH:6][CH:5]=[CH:4][CH:3]=4)[CH:10]=[CH:11][CH:12]=3)[NH:16][CH:15]=2)=[O:19])=[CH:44][N:45]=[CH:40]1. (2) Given the reactants C[O:2][C:3]1[CH:8]=[CH:7][C:6]([C:9]2[CH:13]=[C:12]([C:14]([F:17])([F:16])[F:15])[N:11]([CH3:18])[N:10]=2)=[CH:5][C:4]=1[CH3:19].Br, predict the reaction product. The product is: [CH3:19][C:4]1[CH:5]=[C:6]([C:9]2[CH:13]=[C:12]([C:14]([F:17])([F:16])[F:15])[N:11]([CH3:18])[N:10]=2)[CH:7]=[CH:8][C:3]=1[OH:2]. (3) The product is: [O:1]=[C:2]([NH:17][C@H:18]1[CH2:22][CH2:21][N:20]([CH:23]2[CH2:24][CH2:25][O:26][CH2:27][CH2:28]2)[CH2:19]1)[CH2:3][NH:4][C:5](=[O:16])[C:6]1[CH:11]=[CH:10][CH:9]=[C:8]([C:12]([F:15])([F:14])[F:13])[CH:7]=1. Given the reactants [O:1]=[C:2]([NH:17][C@@H:18]1[CH2:22][CH2:21][N:20]([CH:23]2[CH2:28][CH2:27][O:26][CH2:25][CH2:24]2)[CH2:19]1)[CH2:3][NH:4][C:5](=[O:16])[C:6]1[CH:11]=[CH:10][CH:9]=[C:8]([C:12]([F:15])([F:14])[F:13])[CH:7]=1.C(N)(=O)C1C=CC=CC=1.O=C(N[C@@H]1CCNC1)CNC(=O)C1C=CC=C(C(F)(F)F)C=1, predict the reaction product. (4) Given the reactants [Cl:1][C:2]1[CH:7]=[CH:6][C:5]([CH2:8][CH:9]([NH:12][CH:13]=O)[CH2:10][CH3:11])=[CH:4][C:3]=1[O:15][CH2:16][CH3:17].O=P(Cl)(Cl)Cl, predict the reaction product. The product is: [Cl:1][C:2]1[CH:7]=[C:6]2[C:5]([CH2:8][CH:9]([CH2:10][CH3:11])[N:12]=[CH:13]2)=[CH:4][C:3]=1[O:15][CH2:16][CH3:17]. (5) Given the reactants [F:1][C:2]([F:25])([F:24])[C:3]1[CH:4]=[CH:5][C:6]([O:16][CH2:17][C:18]2[CH:23]=[CH:22][CH:21]=[CH:20][CH:19]=2)=[C:7]([C:9](=O)[CH2:10][CH2:11][C:12](=O)[CH3:13])[CH:8]=1.[NH2:26][C:27]1[CH:32]=[CH:31][CH:30]=[C:29]([Br:33])[N:28]=1, predict the reaction product. The product is: [F:1][C:2]([F:25])([F:24])[C:3]1[CH:4]=[CH:5][C:6]([O:16][CH2:17][C:18]2[CH:23]=[CH:22][CH:21]=[CH:20][CH:19]=2)=[C:7]([C:9]2[N:26]([C:27]3[N:28]=[C:29]([Br:33])[CH:30]=[CH:31][CH:32]=3)[C:12]([CH3:13])=[CH:11][CH:10]=2)[CH:8]=1. (6) The product is: [CH3:1][C:2]1([CH3:17])[CH:11]=[C:10]([O:12][S:35]([C:34]([F:47])([F:46])[F:33])(=[O:37])=[O:36])[C:9]2[C:4](=[CH:5][CH:6]=[C:7]([C:13]([O:15][CH3:16])=[O:14])[CH:8]=2)[O:3]1. Given the reactants [CH3:1][C:2]1([CH3:17])[CH2:11][C:10](=[O:12])[C:9]2[C:4](=[CH:5][CH:6]=[C:7]([C:13]([O:15][CH3:16])=[O:14])[CH:8]=2)[O:3]1.C(C1C=C(C)C=C(C(C)(C)C)N=1)(C)(C)C.[F:33][C:34]([F:47])([F:46])[S:35](O[S:35]([C:34]([F:47])([F:46])[F:33])(=[O:37])=[O:36])(=[O:37])=[O:36], predict the reaction product.